From a dataset of Peptide-MHC class I binding affinity with 185,985 pairs from IEDB/IMGT. Regression. Given a peptide amino acid sequence and an MHC pseudo amino acid sequence, predict their binding affinity value. This is MHC class I binding data. (1) The peptide sequence is DTIAHINTLI. The MHC is HLA-A02:03 with pseudo-sequence HLA-A02:03. The binding affinity (normalized) is 0.563. (2) The MHC is HLA-A03:01 with pseudo-sequence HLA-A03:01. The peptide sequence is TEGEGRVIL. The binding affinity (normalized) is 0.0847. (3) The peptide sequence is LEQWNLVIGF. The MHC is HLA-B44:02 with pseudo-sequence HLA-B44:02. The binding affinity (normalized) is 0.743. (4) The peptide sequence is NLLVQYGAKI. The MHC is HLA-A02:02 with pseudo-sequence HLA-A02:02. The binding affinity (normalized) is 0.336. (5) The peptide sequence is KYQVPSLQY. The MHC is Mamu-A20102 with pseudo-sequence Mamu-A20102. The binding affinity (normalized) is 0.128. (6) The peptide sequence is LALVAAFAL. The MHC is H-2-Kb with pseudo-sequence H-2-Kb. The binding affinity (normalized) is 0.288. (7) The peptide sequence is IPRACQKSL. The MHC is HLA-B27:05 with pseudo-sequence HLA-B27:05. The binding affinity (normalized) is 0.0847. (8) The peptide sequence is RLMRTNFLI. The MHC is HLA-A26:01 with pseudo-sequence HLA-A26:01. The binding affinity (normalized) is 0.0847.